The task is: Predict which catalyst facilitates the given reaction.. This data is from Catalyst prediction with 721,799 reactions and 888 catalyst types from USPTO. (1) Reactant: [C:1]([NH:4][C:5]1[S:6][CH:7]=[C:8]([C:10]([OH:12])=O)[N:9]=1)(=[O:3])[CH3:2].[NH2:13][C:14]1[CH:19]=[CH:18][C:17]([NH:20][C:21](=[O:27])[O:22][C:23]([CH3:26])([CH3:25])[CH3:24])=[CH:16][CH:15]=1.Cl.C(N=C=NCCCN(C)C)C.ON1C2C=CC=CC=2N=N1. Product: [C:1]([NH:4][C:5]1[S:6][CH:7]=[C:8]([C:10]([NH:13][C:14]2[CH:15]=[CH:16][C:17]([NH:20][C:21](=[O:27])[O:22][C:23]([CH3:25])([CH3:24])[CH3:26])=[CH:18][CH:19]=2)=[O:12])[N:9]=1)(=[O:3])[CH3:2]. The catalyst class is: 4. (2) Reactant: [CH2:1]([O:3][CH:4]([O:18][CH2:19][CH3:20])[C@@H:5]([NH:7]C(=O)OCC1C=CC=CC=1)[CH3:6])[CH3:2]. Product: [CH2:1]([O:3][CH:4]([O:18][CH2:19][CH3:20])[C@@H:5]([NH2:7])[CH3:6])[CH3:2]. The catalyst class is: 19. (3) Reactant: Cl[C:2]1[C:7]([NH:8][C:9]2[C:18]3[C:13](=[CH:14][C:15]([F:20])=[CH:16][C:17]=3[F:19])[N:12]=[C:11]([C:21]3[CH:26]=[CH:25][CH:24]=[CH:23][N:22]=3)[C:10]=2[CH3:27])=[CH:6][C:5]([N:28]2[CH2:33][CH2:32][O:31][CH2:30][CH2:29]2)=[CH:4][N:3]=1.[CH3:34][O:35][C:36]1[CH:41]=[C:40](B(O)O)[CH:39]=[CH:38][N:37]=1.C1(P(C2CCCCC2)C2CCCCC2)CCCCC1.[O-]P([O-])([O-])=O.[K+].[K+].[K+]. Product: [F:19][C:17]1[CH:16]=[C:15]([F:20])[CH:14]=[C:13]2[C:18]=1[C:9]([NH:8][C:7]1[C:2]([C:40]3[CH:39]=[CH:38][N:37]=[C:36]([O:35][CH3:34])[CH:41]=3)=[N:3][CH:4]=[C:5]([N:28]3[CH2:29][CH2:30][O:31][CH2:32][CH2:33]3)[CH:6]=1)=[C:10]([CH3:27])[C:11]([C:21]1[CH:26]=[CH:25][CH:24]=[CH:23][N:22]=1)=[N:12]2. The catalyst class is: 552. (4) Product: [ClH:11].[CH3:12][O:9][C:8](=[O:10])[CH2:7][CH2:6][C:2]1[N:3]=[CH:4][NH:5][CH:1]=1. Reactant: [CH:1]1[N:5]=[CH:4][NH:3][C:2]=1/[CH:6]=[CH:7]/[C:8]([OH:10])=[O:9].[ClH:11].[CH3:12]O. The catalyst class is: 386. (5) Product: [Cl:1][C:2]1[C:3]([O:32][CH:33]([CH3:34])[CH3:35])=[C:4]([C:17]([CH2:30][CH3:31])=[CH:18][CH:19]=[CH:20][C:21]([CH3:29])=[C:22]([F:28])[C:23]([OH:25])=[O:24])[CH:5]=[C:6]2[C:11]=1[O:10][C:9]([CH3:13])([CH3:12])[CH:8]=[C:7]2[CH:14]([CH3:15])[CH3:16]. The catalyst class is: 353. Reactant: [Cl:1][C:2]1[C:3]([O:32][CH:33]([CH3:35])[CH3:34])=[C:4](/[C:17](/[CH2:30][CH3:31])=[CH:18]/[CH:19]=[CH:20]/[C:21](/[CH3:29])=[C:22](/[F:28])\[C:23]([O:25]CC)=[O:24])[CH:5]=[C:6]2[C:11]=1[O:10][C:9]([CH3:13])([CH3:12])[CH:8]=[C:7]2[CH:14]([CH3:16])[CH3:15].[OH-].[Na+].